Dataset: Catalyst prediction with 721,799 reactions and 888 catalyst types from USPTO. Task: Predict which catalyst facilitates the given reaction. (1) Reactant: [NH2:1][C:2]1[N:7]=[C:6]([N:8]2[C@H:13]([CH3:14])[CH2:12][CH2:11][C@H:10]([C:15]([NH:17][CH:18]3[CH2:22][CH2:21][CH2:20][CH2:19]3)=[O:16])[CH2:9]2)[CH:5]=[C:4]([C:23]2[CH:28]=[CH:27][C:26]([C:29]#[N:30])=[C:25](F)[CH:24]=2)[N:3]=1.CCO.CCN(C(C)C)C(C)C.[NH2:44][NH2:45]. Product: [NH2:1][C:2]1[N:7]=[C:6]([N:8]2[C@H:13]([CH3:14])[CH2:12][CH2:11][C@H:10]([C:15]([NH:17][CH:18]3[CH2:22][CH2:21][CH2:20][CH2:19]3)=[O:16])[CH2:9]2)[CH:5]=[C:4]([C:23]2[CH:24]=[C:25]3[C:26]([C:29]([NH2:30])=[N:44][NH:45]3)=[CH:27][CH:28]=2)[N:3]=1. The catalyst class is: 72. (2) Reactant: [F:1][C:2]([F:18])([F:17])[C:3]1[CH:8]=[CH:7][C:6]([C:9]2[O:13][N:12]=[CH:11][C:10]=2[C:14]([OH:16])=O)=[CH:5][CH:4]=1.[B-](F)(F)(F)F.CN(C(ON1N=NC2C1=CC=CC=2)=[N+](C)C)C.N1C=CC=CC=1.C(O)(=O)C(O)=O.[Cl:53][C:54]1[CH:59]=[CH:58][CH:57]=[CH:56][C:55]=1[CH:60]1[CH2:64][CH2:63][NH:62][CH2:61]1. Product: [Cl:53][C:54]1[CH:59]=[CH:58][CH:57]=[CH:56][C:55]=1[CH:60]1[CH2:64][CH2:63][N:62]([C:14]([C:10]2[CH:11]=[N:12][O:13][C:9]=2[C:6]2[CH:5]=[CH:4][C:3]([C:2]([F:1])([F:18])[F:17])=[CH:8][CH:7]=2)=[O:16])[CH2:61]1. The catalyst class is: 10.